From a dataset of Forward reaction prediction with 1.9M reactions from USPTO patents (1976-2016). Predict the product of the given reaction. (1) Given the reactants [CH3:1][C:2]1[N:6]([CH2:7][C:8]2[C:17]3[C:12](=[CH:13][CH:14]=[CH:15][CH:16]=3)[CH:11]=[CH:10][CH:9]=2)[C:5]2[CH:18]=[C:19]([N:23]3[CH2:28][CH2:27][O:26][CH2:25][CH2:24]3)[CH:20]=[C:21]([OH:22])[C:4]=2[N:3]=1.N1C=CN=C1.[CH3:34][C:35]([Si:38](Cl)([C:45]1[CH:50]=[CH:49][CH:48]=[CH:47][CH:46]=1)[C:39]1[CH:44]=[CH:43][CH:42]=[CH:41][CH:40]=1)([CH3:37])[CH3:36], predict the reaction product. The product is: [CH3:37][C:35]([Si:38]([C:45]1[CH:50]=[CH:49][CH:48]=[CH:47][CH:46]=1)([C:39]1[CH:40]=[CH:41][CH:42]=[CH:43][CH:44]=1)[O:22][C:21]1[C:4]2[N:3]=[C:2]([CH3:1])[N:6]([CH2:7][C:8]3[C:17]4[C:12](=[CH:13][CH:14]=[CH:15][CH:16]=4)[CH:11]=[CH:10][CH:9]=3)[C:5]=2[CH:18]=[C:19]([N:23]2[CH2:28][CH2:27][O:26][CH2:25][CH2:24]2)[CH:20]=1)([CH3:34])[CH3:36]. (2) The product is: [CH:1]1([O:7][C:8]2[N:13]=[CH:12][C:11]([CH2:14][OH:15])=[CH:10][CH:9]=2)[CH2:2][CH2:3][CH2:4][CH2:5][CH2:6]1. Given the reactants [CH:1]1([O:7][C:8]2[N:13]=[CH:12][C:11]([C:14](O)=[O:15])=[CH:10][CH:9]=2)[CH2:6][CH2:5][CH2:4][CH2:3][CH2:2]1.[H-].[H-].[H-].[H-].[Li+].[Al+3], predict the reaction product. (3) Given the reactants [C:1]([O:5][C:6]([NH:8][C:9]1[CH:14]=[CH:13][C:12]([C:15]2[N:16]=[C:17]([C:21]([O:23]C)=[O:22])[N:18]([CH3:20])[CH:19]=2)=[CH:11][CH:10]=1)=[O:7])([CH3:4])([CH3:3])[CH3:2].[OH-].[K+], predict the reaction product. The product is: [C:1]([O:5][C:6]([NH:8][C:9]1[CH:10]=[CH:11][C:12]([C:15]2[N:16]=[C:17]([C:21]([OH:23])=[O:22])[N:18]([CH3:20])[CH:19]=2)=[CH:13][CH:14]=1)=[O:7])([CH3:4])([CH3:2])[CH3:3]. (4) Given the reactants [OH-].[K+].CO[C:5]([C:7]1[CH:12]=[CH:11][C:10]([C:13]([CH3:16])([CH3:15])[CH3:14])=[CH:9][N:8]=1)=[O:6].[Cl:17][C:18]1[CH:19]=[C:20]([CH2:25][CH2:26][NH2:27])[CH:21]=[CH:22][C:23]=1[Cl:24].CN1CCOCC1.CN(C(ON1N=NC2C=CC=CC1=2)=[N+](C)C)C.F[P-](F)(F)(F)(F)F, predict the reaction product. The product is: [Cl:17][C:18]1[CH:19]=[C:20]([CH2:25][CH2:26][NH:27][C:5]([C:7]2[CH:12]=[CH:11][C:10]([C:13]([CH3:16])([CH3:15])[CH3:14])=[CH:9][N:8]=2)=[O:6])[CH:21]=[CH:22][C:23]=1[Cl:24]. (5) Given the reactants N1CCC[C@H]1C(O)=O.[S:9]1[C:13]([CH:14]=O)=[CH:12][C:11]2[CH:16]=[CH:17][CH:18]=[CH:19][C:10]1=2.[CH3:20][C:21]1([CH3:29])[O:28][C:26](=[O:27])[CH2:25][C:23](=[O:24])[O:22]1.CC1NC(C)=C(C(OCC)=O)CC=1C(OCC)=O, predict the reaction product. The product is: [S:9]1[C:13]([CH2:14][CH:25]2[C:26](=[O:27])[O:28][C:21]([CH3:29])([CH3:20])[O:22][C:23]2=[O:24])=[CH:12][C:11]2[CH:16]=[CH:17][CH:18]=[CH:19][C:10]1=2. (6) The product is: [CH:1]([N:14]1[CH2:17][CH:16]([O:18][CH3:21])[CH2:15]1)([C:8]1[CH:13]=[CH:12][CH:11]=[CH:10][CH:9]=1)[C:2]1[CH:3]=[CH:4][CH:5]=[CH:6][CH:7]=1. Given the reactants [CH:1]([N:14]1[CH2:17][CH:16]([OH:18])[CH2:15]1)([C:8]1[CH:13]=[CH:12][CH:11]=[CH:10][CH:9]=1)[C:2]1[CH:7]=[CH:6][CH:5]=[CH:4][CH:3]=1.[H-].[Na+].[CH3:21]I, predict the reaction product. (7) Given the reactants [CH2:1]([C:8]1[NH:9][C:10]2[C:15]([C:16](=[O:18])[CH:17]=1)=[CH:14][CH:13]=[CH:12][CH:11]=2)[CH2:2][CH2:3][CH2:4][CH2:5][CH2:6][CH3:7].C1N2CN3CN(C2)CN1C3.[C:29](O)(C(F)(F)F)=[O:30].Cl, predict the reaction product. The product is: [CH:29]([C:17]1[C:16](=[O:18])[C:15]2[C:10](=[CH:11][CH:12]=[CH:13][CH:14]=2)[NH:9][C:8]=1[CH2:1][CH2:2][CH2:3][CH2:4][CH2:5][CH2:6][CH3:7])=[O:30].